Task: Predict the reaction yield, written as a fraction of the theoretical maximum amount of product (1.0 means a 100% yield; for example, 0.34 means a 34% yield).. Dataset: Reaction yield outcomes from USPTO patents with 853,638 reactions (1) The reactants are [CH2:1]([C:3]([C:24]1[CH:29]=[CH:28][C:27]([OH:30])=[C:26]([CH3:31])[CH:25]=1)([C:6]1[CH:11]=[CH:10][C:9]([CH2:12][CH2:13][CH:14]([OH:22])[C:15]2([CH3:21])[CH2:20][CH2:19][CH2:18][CH2:17][CH2:16]2)=[C:8]([CH3:23])[CH:7]=1)[CH2:4][CH3:5])[CH3:2].[O:32]=[C:33]1[O:37][C@@H:36]([CH2:38]OS(C2C=CC(C)=CC=2)(=O)=O)[CH2:35][CH2:34]1.C([O-])([O-])=O.[K+].[K+].C(OCC)(=O)C. The catalyst is CN(C=O)C. The product is [CH2:1]([C:3]([C:24]1[CH:29]=[CH:28][C:27]([O:30][CH2:38][C@@H:36]2[O:37][C:33](=[O:32])[CH2:34][CH2:35]2)=[C:26]([CH3:31])[CH:25]=1)([C:6]1[CH:11]=[CH:10][C:9]([CH2:12][CH2:13][CH:14]([OH:22])[C:15]2([CH3:21])[CH2:20][CH2:19][CH2:18][CH2:17][CH2:16]2)=[C:8]([CH3:23])[CH:7]=1)[CH2:4][CH3:5])[CH3:2]. The yield is 0.504. (2) The yield is 0.950. The product is [Br:1][C:2]1[CH:3]=[C:4]([CH:8]=[C:9]([OH:11])[CH:10]=1)[C:5]([NH:21][CH2:20][CH:19]([CH3:22])[CH3:18])=[O:7]. The reactants are [Br:1][C:2]1[CH:3]=[C:4]([CH:8]=[C:9]([OH:11])[CH:10]=1)[C:5]([OH:7])=O.N1C=CC=CC=1.[CH3:18][CH:19]([CH3:22])[CH2:20][NH2:21]. The catalyst is ClCCl. (3) The reactants are [CH:1]([O:4][C:5]1[CH:13]=[CH:12][C:11]([S:14]([CH3:17])(=[O:16])=[O:15])=[CH:10][C:6]=1[C:7]([OH:9])=O)([CH3:3])[CH3:2].Cl.[N:19]1[CH:24]=[CH:23][C:22]([S:25]([C:28]2[S:32][C:31]([N:33]3[CH2:38][CH2:37][NH:36][CH2:35][CH2:34]3)=[N:30][CH:29]=2)(=[O:27])=[O:26])=[CH:21][CH:20]=1. No catalyst specified. The product is [CH:1]([O:4][C:5]1[CH:13]=[CH:12][C:11]([S:14]([CH3:17])(=[O:16])=[O:15])=[CH:10][C:6]=1[C:7]([N:36]1[CH2:35][CH2:34][N:33]([C:31]2[S:32][C:28]([S:25]([C:22]3[CH:23]=[CH:24][N:19]=[CH:20][CH:21]=3)(=[O:26])=[O:27])=[CH:29][N:30]=2)[CH2:38][CH2:37]1)=[O:9])([CH3:2])[CH3:3]. The yield is 0.320. (4) The reactants are [F:1][C:2]([F:19])([F:18])[O:3][C:4]1[CH:9]=[CH:8][C:7]([C:10]2[CH:15]=[CH:14][C:13]([CH:16]=[O:17])=[CH:12][CH:11]=2)=[CH:6][CH:5]=1.CC(C)=[O:22]. No catalyst specified. The product is [F:1][C:2]([F:18])([F:19])[O:3][C:4]1[CH:5]=[CH:6][C:7]([C:10]2[CH:15]=[CH:14][C:13]([C:16]([OH:22])=[O:17])=[CH:12][CH:11]=2)=[CH:8][CH:9]=1. The yield is 0.770.